This data is from Reaction yield outcomes from USPTO patents with 853,638 reactions. The task is: Predict the reaction yield, written as a fraction of the theoretical maximum amount of product (1.0 means a 100% yield; for example, 0.34 means a 34% yield). (1) The reactants are [NH:1]1[CH:5]=[C:4]([C:6]2[CH:7]=[N:8][C:9]([C:12]3[CH:13]=[C:14](N)[CH:15]=[CH:16][CH:17]=3)=[N:10][CH:11]=2)[CH:3]=[N:2]1.[I:19]CI.N(OCCC(C)C)=O. The catalyst is O1CCOCC1.[Cu]I. The product is [I:19][C:14]1[CH:13]=[C:12]([C:9]2[N:8]=[CH:7][C:6]([C:4]3[CH:3]=[N:2][NH:1][CH:5]=3)=[CH:11][N:10]=2)[CH:17]=[CH:16][CH:15]=1. The yield is 0.380. (2) The reactants are C[O:2][C:3](=[O:32])[CH2:4][N:5]1[CH2:10][CH2:9][N:8]([C:11]2[CH:16]=[CH:15][C:14]([O:17][CH3:18])=[C:13]([O:19][CH:20]3[CH2:24][CH2:23][CH2:22][CH2:21]3)[CH:12]=2)[CH2:7][C@@H:6]1[CH2:25][C:26]1[CH:31]=[CH:30][CH:29]=[CH:28][CH:27]=1.O.[OH-].[Li+]. The catalyst is C1COCC1. The product is [CH2:25]([C@H:6]1[CH2:7][N:8]([C:11]2[CH:16]=[CH:15][C:14]([O:17][CH3:18])=[C:13]([O:19][CH:20]3[CH2:24][CH2:23][CH2:22][CH2:21]3)[CH:12]=2)[CH2:9][CH2:10][N:5]1[CH2:4][C:3]([OH:32])=[O:2])[C:26]1[CH:27]=[CH:28][CH:29]=[CH:30][CH:31]=1. The yield is 0.960. (3) The reactants are [NH2:1][C:2]1[CH:3]=[C:4]([OH:12])[C:5](=[CH:10][CH:11]=1)[C:6]([O:8][CH3:9])=[O:7].[CH3:13][C:14]1[C:23]2[C:18](=[CH:19][CH:20]=[CH:21][CH:22]=2)[C:17]([S:24](Cl)(=[O:26])=[O:25])=[CH:16][CH:15]=1. No catalyst specified. The product is [OH:12][C:4]1[CH:3]=[C:2]([NH:1][S:24]([C:17]2[C:18]3[C:23](=[CH:22][CH:21]=[CH:20][CH:19]=3)[C:14]([CH3:13])=[CH:15][CH:16]=2)(=[O:26])=[O:25])[CH:11]=[CH:10][C:5]=1[C:6]([O:8][CH3:9])=[O:7]. The yield is 0.700. (4) The reactants are CS(O)(=O)=O.[NH2:6][CH2:7][C:8]1[CH:9]=[C:10]2[C:14](=[CH:15][CH:16]=1)[C:13](=[O:17])[N:12]([CH:18]1[CH2:23][CH2:22][C:21](=[O:24])[NH:20][C:19]1=[O:25])[CH2:11]2.CN(C(ON1N=NC2C=CC=NC1=2)=[N+](C)C)C.F[P-](F)(F)(F)(F)F.[Cl:50][C:51]1[CH:56]=[CH:55][C:54]([C:57]([F:62])([F:61])[C:58](O)=[O:59])=[CH:53][CH:52]=1.C(N(C(C)C)C(C)C)C. The catalyst is CN(C=O)C.O. The product is [Cl:50][C:51]1[CH:52]=[CH:53][C:54]([C:57]([F:61])([F:62])[C:58]([NH:6][CH2:7][C:8]2[CH:9]=[C:10]3[C:14](=[CH:15][CH:16]=2)[C:13](=[O:17])[N:12]([CH:18]2[CH2:23][CH2:22][C:21](=[O:24])[NH:20][C:19]2=[O:25])[CH2:11]3)=[O:59])=[CH:55][CH:56]=1. The yield is 0.320. (5) The reactants are [C:1]([O:5][C:6]([N:8]([C@H:16]1[CH2:24][CH2:23][CH2:22][C@H:21]([O:25][CH2:26][CH:27]([CH3:29])[CH3:28])[C@@H:20]([O:30][CH2:31][CH2:32][C:33](=[O:35])[CH3:34])[C@H:19]([CH3:36])[O:18][C:17]1=[O:37])[C:9](=[O:15])[O:10][C:11]([CH3:14])([CH3:13])[CH3:12])=[O:7])([CH3:4])([CH3:3])[CH3:2].[BH4-].[Na+]. The catalyst is CO. The product is [C:11]([O:10][C:9]([N:8]([C@H:16]1[CH2:24][CH2:23][CH2:22][C@H:21]([O:25][CH2:26][CH:27]([CH3:28])[CH3:29])[C@@H:20]([O:30][CH2:31][CH2:32][CH:33]([OH:35])[CH3:34])[C@H:19]([CH3:36])[O:18][C:17]1=[O:37])[C:6](=[O:7])[O:5][C:1]([CH3:2])([CH3:4])[CH3:3])=[O:15])([CH3:14])([CH3:13])[CH3:12]. The yield is 0.950. (6) The reactants are [C:1]([O:4][C:5](=[O:7])[CH3:6])(=O)[CH3:2].C(N(C(C)C)C(C)C)C.[CH:17]1([CH2:20][CH2:21][O:22][C:23]2[CH:50]=[CH:49][C:26]([C:27]([NH:29][CH:30]([CH2:37][C:38]3[CH:43]=[CH:42][C:41]([O:44][C:45]([F:48])([F:47])[F:46])=[CH:40][CH:39]=3)[C:31]([NH:33]CCO)=[O:32])=[O:28])=[CH:25][CH:24]=2)[CH2:19][CH2:18]1. The catalyst is C(Cl)Cl.C1COCC1. The product is [C:5]([O:4][CH2:1][CH2:2][NH:33][C:31](=[O:32])[CH:30]([NH:29][C:27](=[O:28])[C:26]1[CH:25]=[CH:24][C:23]([O:22][CH2:21][CH2:20][CH:17]2[CH2:18][CH2:19]2)=[CH:50][CH:49]=1)[CH2:37][C:38]1[CH:43]=[CH:42][C:41]([O:44][C:45]([F:48])([F:46])[F:47])=[CH:40][CH:39]=1)(=[O:7])[CH3:6]. The yield is 0.520. (7) The reactants are [H-].[Na+].CN(C=O)C.[F:8][C:9]1[CH:18]=[CH:17][C:16]([O:19][CH2:20][CH2:21][CH3:22])=[C:15]2[C:10]=1[C:11](=[O:31])[C:12]([C:23]1[CH:28]=[CH:27][C:26]([O:29][CH3:30])=[CH:25][CH:24]=1)=[CH:13][NH:14]2.Br[CH2:33][CH2:34][CH2:35][N:36]1[C:40](=[O:41])[C:39]2=[CH:42][CH:43]=[CH:44][CH:45]=[C:38]2[C:37]1=[O:46]. The catalyst is C(OCC)(=O)C.O. The product is [F:8][C:9]1[CH:18]=[CH:17][C:16]([O:19][CH2:20][CH2:21][CH3:22])=[C:15]2[C:10]=1[C:11](=[O:31])[C:12]([C:23]1[CH:24]=[CH:25][C:26]([O:29][CH3:30])=[CH:27][CH:28]=1)=[CH:13][N:14]2[CH2:33][CH2:34][CH2:35][N:36]1[C:40](=[O:41])[C:39]2[C:38](=[CH:45][CH:44]=[CH:43][CH:42]=2)[C:37]1=[O:46]. The yield is 0.590. (8) The reactants are Br[C:2]1[CH:3]=[C:4]([CH:9]=[C:10]([C:12]([F:15])([F:14])[F:13])[CH:11]=1)[C:5]([O:7][CH3:8])=[O:6].O.[CH3:17][N:18]1[CH:22]=[C:21](B2OC(C)(C)C(C)(C)O2)[CH:20]=[N:19]1.C(=O)([O-])[O-].[Na+].[Na+]. The catalyst is O1CCOCC1.CCOC(C)=O.CCCCCC. The product is [CH3:17][N:18]1[CH:22]=[C:21]([C:2]2[CH:3]=[C:4]([CH:9]=[C:10]([C:12]([F:15])([F:14])[F:13])[CH:11]=2)[C:5]([O:7][CH3:8])=[O:6])[CH:20]=[N:19]1. The yield is 1.00.